Dataset: Forward reaction prediction with 1.9M reactions from USPTO patents (1976-2016). Task: Predict the product of the given reaction. (1) Given the reactants [Br:1][C:2]1[S:3][CH:4]=[C:5]([C:7]([CH3:10])=[CH:8][CH3:9])[CH:6]=1.CC(C)=[O:13].C[N+]1([O-])CCOCC1.[OH2:23], predict the reaction product. The product is: [Br:1][C:2]1[S:3][CH:4]=[C:5]([C:7]([OH:13])([CH:8]([OH:23])[CH3:9])[CH3:10])[CH:6]=1. (2) The product is: [F:45][CH:43]([F:44])[N:35]1[N:34]=[CH:33][C:32]2[NH:31][C:30](=[O:46])[C@H:29]([CH3:47])[CH2:28][CH2:27][CH2:26][C@H:25]([N:11]3[C:10](=[O:14])[CH:9]=[C:8]([C:5]4[CH:6]=[CH:7][C:2]([F:1])=[CH:3][C:4]=4[N:15]4[CH:19]=[C:18]([C:20]([F:23])([F:21])[F:22])[N:17]=[N:16]4)[N:13]=[CH:12]3)[C:41]3[CH:42]=[C:37]([CH:38]=[CH:39][N:40]=3)[C:36]1=2. Given the reactants [F:1][C:2]1[CH:7]=[CH:6][C:5]([C:8]2[N:13]=[CH:12][N:11]=[C:10]([OH:14])[CH:9]=2)=[C:4]([N:15]2[CH:19]=[C:18]([C:20]([F:23])([F:22])[F:21])[N:17]=[N:16]2)[CH:3]=1.N[C@@H:25]1[C:41]2[CH:42]=[C:37]([CH:38]=[CH:39][N:40]=2)[C:36]2[N:35]([CH:43]([F:45])[F:44])[N:34]=[CH:33][C:32]=2[NH:31][C:30](=[O:46])[C@H:29]([CH3:47])[CH2:28][CH2:27][CH2:26]1.CN(C(ON1N=NC2C=CC=NC1=2)=[N+](C)C)C.F[P-](F)(F)(F)(F)F.C1CCN2C(=NCCC2)CC1, predict the reaction product. (3) Given the reactants [C:1]1([CH2:7][C:8]#[N:9])[CH2:6][CH2:5][CH2:4][CH2:3][CH:2]=1.Br[CH2:11][CH2:12][CH2:13][CH2:14]Br.[H-].[Na+], predict the reaction product. The product is: [C:1]1([C:7]2([C:8]#[N:9])[CH2:14][CH2:13][CH2:12][CH2:11]2)[CH2:6][CH2:5][CH2:4][CH2:3][CH:2]=1.